From a dataset of TCR-epitope binding with 47,182 pairs between 192 epitopes and 23,139 TCRs. Binary Classification. Given a T-cell receptor sequence (or CDR3 region) and an epitope sequence, predict whether binding occurs between them. (1) The TCR CDR3 sequence is CASSQEGRGTEWTQYF. Result: 0 (the TCR does not bind to the epitope). The epitope is KAYNVTQAF. (2) The epitope is DPFRLLQNSQVFS. The TCR CDR3 sequence is CASSYTFRDTKETQYF. Result: 0 (the TCR does not bind to the epitope). (3) The epitope is FLKEKGGL. The TCR CDR3 sequence is CASSMGQHSNQPQHF. Result: 1 (the TCR binds to the epitope). (4) The epitope is KLNVGDYFV. The TCR CDR3 sequence is CASSLGQGVSPLHF. Result: 0 (the TCR does not bind to the epitope). (5) The epitope is RPRGEVRFL. The TCR CDR3 sequence is CASSEYFRGTNTGELFF. Result: 0 (the TCR does not bind to the epitope). (6) The epitope is ATDALMTGY. The TCR CDR3 sequence is CASSPTGPFYGYTF. Result: 1 (the TCR binds to the epitope). (7) The epitope is YEGNSPFHPL. The TCR CDR3 sequence is CASSFTGENSPLHF. Result: 0 (the TCR does not bind to the epitope). (8) The epitope is ARMILMTHF. The TCR CDR3 sequence is CASSLGAYNSPLHF. Result: 0 (the TCR does not bind to the epitope).